This data is from Catalyst prediction with 721,799 reactions and 888 catalyst types from USPTO. The task is: Predict which catalyst facilitates the given reaction. (1) Reactant: [Cl:1][C:2]1[CH:7]=[CH:6][C:5]([Cl:8])=[CH:4][C:3]=1[S:9]([NH:12][C@H:13]1[CH2:17][N:16]([C:18]([O:20][C:21]([CH3:24])([CH3:23])[CH3:22])=[O:19])[C@@H:15]([CH2:25][N:26]2C(=O)C3C(=CC=CC=3)C2=O)[CH2:14]1)(=[O:11])=[O:10].O.NN. Product: [NH2:26][CH2:25][C@H:15]1[CH2:14][C@@H:13]([NH:12][S:9]([C:3]2[CH:4]=[C:5]([Cl:8])[CH:6]=[CH:7][C:2]=2[Cl:1])(=[O:10])=[O:11])[CH2:17][N:16]1[C:18]([O:20][C:21]([CH3:24])([CH3:23])[CH3:22])=[O:19]. The catalyst class is: 14. (2) Reactant: [C:1]([O:5][C:6]([N:8]1[CH2:11][CH:10]([O:12][C:13]2[N:14]([CH:23]([CH3:25])[CH3:24])[C:15]3[CH:20]=[C:19](Cl)[N:18]=[CH:17][C:16]=3[N:22]=2)[CH2:9]1)=[O:7])([CH3:4])([CH3:3])[CH3:2].[CH:26]1([S:29]([N:32]2[CH:36]=[C:35]([C:37]3[N:42]=[C:41]([NH2:43])[CH:40]=[CH:39][N:38]=3)[CH:34]=[N:33]2)(=[O:31])=[O:30])[CH2:28][CH2:27]1.C1(P(C2CCCCC2)C2C=CC=CC=2C2C(C(C)C)=CC(C(C)C)=CC=2C(C)C)CCCCC1.C(=O)([O-])[O-].[Cs+].[Cs+]. Product: [C:1]([O:5][C:6]([N:8]1[CH2:11][CH:10]([O:12][C:13]2[N:14]([CH:23]([CH3:25])[CH3:24])[C:15]3[CH:20]=[C:19]([NH:43][C:41]4[CH:40]=[CH:39][N:38]=[C:37]([C:35]5[CH:34]=[N:33][N:32]([S:29]([CH:26]6[CH2:28][CH2:27]6)(=[O:31])=[O:30])[CH:36]=5)[N:42]=4)[N:18]=[CH:17][C:16]=3[N:22]=2)[CH2:9]1)=[O:7])([CH3:4])([CH3:3])[CH3:2]. The catalyst class is: 62. (3) Reactant: C([N:4]1[C:12]2[CH:11]=[C:10]([Br:13])[CH:9]=[C:8]([C:14]([O:16][CH3:17])=[O:15])[C:7]=2[CH:6]=[N:5]1)(=O)C. Product: [Br:13][C:10]1[CH:9]=[C:8]([C:14]([O:16][CH3:17])=[O:15])[C:7]2[CH:6]=[N:5][NH:4][C:12]=2[CH:11]=1. The catalyst class is: 240.